This data is from Full USPTO retrosynthesis dataset with 1.9M reactions from patents (1976-2016). The task is: Predict the reactants needed to synthesize the given product. (1) Given the product [I:24][CH2:21][CH2:20][O:19][CH2:18][CH2:17][O:16][CH2:15][CH2:14][O:13][CH2:12][CH2:11][OH:10], predict the reactants needed to synthesize it. The reactants are: C1(C)C(S([O:10][CH2:11][CH2:12][O:13][CH2:14][CH2:15][O:16][CH2:17][CH2:18][O:19][CH2:20][CH2:21]O)(=O)=O)=CC=CC=1.[I-:24].[Na+]. (2) Given the product [F:21][C:7]([F:6])([F:20])[CH2:8][O:9][C:10]1[N:11]=[CH:12][C:13]([C:16]([OH:18])=[O:17])=[N:14][CH:15]=1, predict the reactants needed to synthesize it. The reactants are: [OH-].[Na+].C(O)C.[F:6][C:7]([F:21])([F:20])[CH2:8][O:9][C:10]1[N:11]=[CH:12][C:13]([C:16]([O:18]C)=[O:17])=[N:14][CH:15]=1.O. (3) Given the product [F:1][C:2]([F:45])([F:44])[C:3]1[CH:4]=[C:5]([C@H:13]([O:15][C@H:16]2[CH2:21][CH2:20][N:19]([C:22]([C@H:24]3[CH2:29][CH2:28][C@H:27]([N:30]4[CH2:35][CH2:34][CH2:33][CH2:32][C:31]4=[O:37])[CH2:26][CH2:25]3)=[O:23])[CH2:18][C@H:17]2[C:38]2[CH:43]=[CH:42][CH:41]=[CH:40][CH:39]=2)[CH3:14])[CH:6]=[C:7]([C:9]([F:12])([F:11])[F:10])[CH:8]=1, predict the reactants needed to synthesize it. The reactants are: [F:1][C:2]([F:45])([F:44])[C:3]1[CH:4]=[C:5]([C@H:13]([O:15][C@H:16]2[CH2:21][CH2:20][N:19]([C:22]([C@H:24]3[CH2:29][CH2:28][C@H:27]([NH:30][C:31](=[O:37])[CH2:32][CH2:33][CH2:34][CH2:35]Cl)[CH2:26][CH2:25]3)=[O:23])[CH2:18][C@H:17]2[C:38]2[CH:43]=[CH:42][CH:41]=[CH:40][CH:39]=2)[CH3:14])[CH:6]=[C:7]([C:9]([F:12])([F:11])[F:10])[CH:8]=1.CC([O-])(C)C.[K+].O. (4) Given the product [NH2:2][C:3]1[C:4]2[C:5]3[C:6](=[N:18][N:19]([CH2:21][C:22]4[C:27]([Cl:28])=[C:26]([O:29][CH3:30])[C:25]([CH3:31])=[CH:24][N:23]=4)[N:20]=2)[CH:7]=[C:8]([CH2:13][C:14]([NH:16][CH3:17])=[O:15])[C:9]=3[CH2:10][S:11][N:12]=1, predict the reactants needed to synthesize it. The reactants are: Cl.[NH2:2][C:3]1[C:4]2[C:5]3[C:6](=[N:18][N:19]([CH2:21][C:22]4[C:27]([Cl:28])=[C:26]([O:29][CH3:30])[C:25]([CH3:31])=[CH:24][N:23]=4)[N:20]=2)[CH:7]=[C:8]([CH2:13][C:14]([NH:16][CH3:17])=[O:15])[C:9]=3[CH2:10][S:11][N:12]=1. (5) Given the product [C:13]([NH:17][C:36]1[CH:35]=[C:34]2[C:33]([CH2:32][CH2:31][CH:21]2[CH2:20][C:19]([OH:27])=[O:26])=[CH:38][CH:37]=1)(=[O:15])[CH3:10].[C:19]([NH:17][C:36]1[CH:37]=[C:38]2[C:33]([CH2:32][CH2:31][CH:30]2[CH2:11][CH2:10][C:13]([OH:15])=[O:14])=[CH:34][CH:35]=1)(=[O:27])[CH3:20].[C:19]([NH:17][C:36]1[CH:37]=[C:38]2[C:33]([CH2:32][CH2:31][CH:30]2[CH2:12][CH2:11][CH2:10][C:13]([OH:15])=[O:14])=[CH:34][CH:35]=1)(=[O:27])[CH3:20], predict the reactants needed to synthesize it. The reactants are: [N+](C1[CH:12]=[C:11]2C(CC[CH:10]2[C:13]([OH:15])=[O:14])=CC=1)([O-])=O.[C-]#[N:17].[K+].[C:19]([O:27]CC)(=[O:26])[CH2:20][C:21](OCC)=O.[CH2:30]1[C:38]2[C:33](=[CH:34][CH:35]=[CH:36][CH:37]=2)[CH2:32][CH2:31]1. (6) The reactants are: [CH2:1]([N:8]([CH2:27][C:28]1[CH:33]=[CH:32][C:31]([NH:34][C:35]([NH:37][C:38]2[CH:43]=[CH:42][C:41]([F:44])=[CH:40][CH:39]=2)=[O:36])=[CH:30][CH:29]=1)[CH2:9][C:10]1[CH:15]=[CH:14][C:13]([NH:16][C:17]([NH:19][C:20]2[CH:25]=[CH:24][C:23]([F:26])=[CH:22][CH:21]=2)=[O:18])=[CH:12][CH:11]=1)[C:2]1[CH:7]=[CH:6][CH:5]=[CH:4][CH:3]=1.[CH3:45][S:46]([OH:49])(=[O:48])=[O:47]. Given the product [CH3:45][S:46]([O-:49])(=[O:48])=[O:47].[CH2:1]([NH+:8]([CH2:9][C:10]1[CH:15]=[CH:14][C:13]([NH:16][C:17]([NH:19][C:20]2[CH:21]=[CH:22][C:23]([F:26])=[CH:24][CH:25]=2)=[O:18])=[CH:12][CH:11]=1)[CH2:27][C:28]1[CH:33]=[CH:32][C:31]([NH:34][C:35]([NH:37][C:38]2[CH:43]=[CH:42][C:41]([F:44])=[CH:40][CH:39]=2)=[O:36])=[CH:30][CH:29]=1)[C:2]1[CH:3]=[CH:4][CH:5]=[CH:6][CH:7]=1, predict the reactants needed to synthesize it. (7) Given the product [Br:15][CH2:11][C:9]1[CH:8]=[CH:7][C:6]2[S:2](=[O:13])(=[O:1])[CH2:3][CH2:4][C:5]=2[CH:10]=1, predict the reactants needed to synthesize it. The reactants are: [O:1]=[S:2]1(=[O:13])[C:6]2[CH:7]=[CH:8][C:9]([CH2:11]O)=[CH:10][C:5]=2[CH2:4][CH2:3]1.P(Br)(Br)[Br:15].O. (8) Given the product [NH2:2][CH2:1][C:3]1[CH:4]=[C:5]([NH:15][C:16](=[O:19])[O:17][CH3:18])[CH:6]=[CH:7][C:8]=1[S:9]([CH:12]([CH3:14])[CH3:13])(=[O:11])=[O:10], predict the reactants needed to synthesize it. The reactants are: [C:1]([C:3]1[CH:4]=[C:5]([NH:15][C:16](=[O:19])[O:17][CH3:18])[CH:6]=[CH:7][C:8]=1[S:9]([CH:12]([CH3:14])[CH3:13])(=[O:11])=[O:10])#[N:2].